From a dataset of Full USPTO retrosynthesis dataset with 1.9M reactions from patents (1976-2016). Predict the reactants needed to synthesize the given product. (1) Given the product [Br:1][C:2]1[CH:3]=[N:4][N:5]([C:7]([C:8]2[CH:13]=[CH:12][CH:11]=[CH:10][CH:9]=2)([C:20]2[CH:21]=[CH:22][CH:23]=[CH:24][CH:25]=2)[C:14]2[CH:15]=[CH:16][CH:17]=[CH:18][CH:19]=2)[CH:6]=1, predict the reactants needed to synthesize it. The reactants are: [Br:1][C:2]1[CH:3]=[N:4][NH:5][CH:6]=1.[C:7](Cl)([C:20]1[CH:25]=[CH:24][CH:23]=[CH:22][CH:21]=1)([C:14]1[CH:19]=[CH:18][CH:17]=[CH:16][CH:15]=1)[C:8]1[CH:13]=[CH:12][CH:11]=[CH:10][CH:9]=1.N1C=CC=CC=1. (2) Given the product [CH2:13]1[C:9]2[C:4](=[CH:5][CH:6]=[CH:7][CH:8]=2)[CH2:3][C@@H:2]([C:10]([OH:12])=[O:11])[NH:1]1, predict the reactants needed to synthesize it. The reactants are: [NH2:1][C@H:2]([C:10]([OH:12])=[O:11])[CH2:3][C:4]1[CH:9]=[CH:8][CH:7]=[CH:6][CH:5]=1.[CH2:13]=O.S(=O)(=O)(O)O.